This data is from Full USPTO retrosynthesis dataset with 1.9M reactions from patents (1976-2016). The task is: Predict the reactants needed to synthesize the given product. Given the product [CH:9]([O:6][CH2:5][CH2:4][C:3]([O:2][CH3:1])([CH3:8])[CH3:7])=[O:10], predict the reactants needed to synthesize it. The reactants are: [CH3:1][O:2][C:3]([CH3:8])([CH3:7])[CH2:4][CH2:5][OH:6].[CH:9](O)=[O:10].